From a dataset of Full USPTO retrosynthesis dataset with 1.9M reactions from patents (1976-2016). Predict the reactants needed to synthesize the given product. (1) Given the product [NH2:42][C:33]1[CH:34]=[CH:35][C:36]2[C:41](=[CH:40][CH:39]=[CH:38][CH:37]=2)[C:32]=1[C:50]1[CH:51]=[C:46]([CH:47]=[CH:48][CH:49]=1)[C:43]([OH:45])=[O:44], predict the reactants needed to synthesize it. The reactants are: C(=O)([O-])[O-].[Na+].[Na+].O.O.[Na].[Na].C(N(CC(O)=O)CC(O)=O)CN(CC(O)=O)CC(O)=O.Br[C:32]1[C:41]2[C:36](=[CH:37][CH:38]=[CH:39][CH:40]=2)[CH:35]=[CH:34][C:33]=1[NH2:42].[C:43]([C:46]1[CH:47]=[C:48](B(O)O)[CH:49]=[CH:50][CH:51]=1)([OH:45])=[O:44].C(=O)([O-])[O-].[K+].[K+]. (2) Given the product [CH3:1][N:2]([CH3:22])[C:3]1[CH:4]=[CH:5][C:6]([C:9]2[N:18]=[C:17]([C:19]([N:29]3[CH2:28][CH2:27][C:26]4[C:31](=[CH:32][CH:33]=[C:34]([CH3:35])[C:25]=4[OH:24])[CH2:30]3)=[O:21])[C:16]3[C:11](=[CH:12][CH:13]=[CH:14][CH:15]=3)[N:10]=2)=[CH:7][CH:8]=1, predict the reactants needed to synthesize it. The reactants are: [CH3:1][N:2]([CH3:22])[C:3]1[CH:8]=[CH:7][C:6]([C:9]2[N:18]=[C:17]([C:19]([OH:21])=O)[C:16]3[C:11](=[CH:12][CH:13]=[CH:14][CH:15]=3)[N:10]=2)=[CH:5][CH:4]=1.Cl.[OH:24][C:25]1[C:34]([CH3:35])=[CH:33][CH:32]=[C:31]2[C:26]=1[CH2:27][CH2:28][NH:29][CH2:30]2.